From a dataset of Forward reaction prediction with 1.9M reactions from USPTO patents (1976-2016). Predict the product of the given reaction. Given the reactants [CH2:1]([O:8][C:9]1[CH:10]=[CH:11][C:12]2[C:13]3[CH:14]=[CH:15][C:16]([O:75][CH2:76][C:77]4[CH:82]=[CH:81][CH:80]=[CH:79][CH:78]=4)=[C:17]([CH:74]=3)[CH2:18][C@H:19]([NH:63][C:64]([O:66][CH2:67][C:68]3[CH:73]=[CH:72][CH:71]=[CH:70][CH:69]=3)=[O:65])[C:20](=[O:62])[NH:21][C@@H:22]([CH2:40][C@@H:41]([O:54][Si:55]([C:58]([CH3:61])([CH3:60])[CH3:59])([CH3:57])[CH3:56])[CH2:42][NH:43][C:44]([O:46][CH2:47][C:48]3[CH:53]=[CH:52][CH:51]=[CH:50][CH:49]=3)=[O:45])[C:23](=[O:39])[NH:24][C@H:25]([C:29]([O:31]CC3C=CC=CC=3)=[O:30])[CH2:26][C:27]=1[CH:28]=2)[C:2]1[CH:7]=[CH:6][CH:5]=[CH:4][CH:3]=1.CO.[OH-].[Li+].Cl, predict the reaction product. The product is: [CH2:1]([O:8][C:9]1[CH:10]=[CH:11][C:12]2[C:13]3[CH:14]=[CH:15][C:16]([O:75][CH2:76][C:77]4[CH:78]=[CH:79][CH:80]=[CH:81][CH:82]=4)=[C:17]([CH:74]=3)[CH2:18][C@H:19]([NH:63][C:64]([O:66][CH2:67][C:68]3[CH:73]=[CH:72][CH:71]=[CH:70][CH:69]=3)=[O:65])[C:20](=[O:62])[NH:21][C@@H:22]([CH2:40][C@@H:41]([O:54][Si:55]([C:58]([CH3:61])([CH3:60])[CH3:59])([CH3:57])[CH3:56])[CH2:42][NH:43][C:44]([O:46][CH2:47][C:48]3[CH:53]=[CH:52][CH:51]=[CH:50][CH:49]=3)=[O:45])[C:23](=[O:39])[NH:24][C@H:25]([C:29]([OH:31])=[O:30])[CH2:26][C:27]=1[CH:28]=2)[C:2]1[CH:7]=[CH:6][CH:5]=[CH:4][CH:3]=1.